Task: Predict the reactants needed to synthesize the given product.. Dataset: Full USPTO retrosynthesis dataset with 1.9M reactions from patents (1976-2016) (1) Given the product [Cl:10][C:11]1[N:12]=[C:13]([N:9]2[CH:6]3[CH2:7][CH2:8][CH:2]2[CH2:3][O:4][CH2:5]3)[C:14]2[C:19]([C:20]3[CH:25]=[CH:24][CH:23]=[CH:22][CH:21]=3)=[CH:18][S:17][C:15]=2[N:16]=1, predict the reactants needed to synthesize it. The reactants are: Cl.[CH:2]12[NH:9][CH:6]([CH2:7][CH2:8]1)[CH2:5][O:4][CH2:3]2.[Cl:10][C:11]1[N:12]=[C:13](Cl)[C:14]2[C:19]([C:20]3[CH:25]=[CH:24][CH:23]=[CH:22][CH:21]=3)=[CH:18][S:17][C:15]=2[N:16]=1.C(N(CC)CC)C.C(Cl)Cl. (2) Given the product [CH3:39][N:36]1[CH2:37][CH2:38][N:33]([C:28]2[CH:29]=[CH:30][CH:31]=[CH:32][C:27]=2[CH2:26][CH:23]2[CH2:24][CH2:25][N:21]([C:18]3[CH:19]=[CH:20][C:15]([C:14]([N:5]4[CH2:10][CH2:9][O:8][CH2:7][CH2:6]4)=[O:13])=[CH:16][CH:17]=3)[C:22]2=[O:40])[CH2:34][CH2:35]1, predict the reactants needed to synthesize it. The reactants are: C[Al](C)C.[NH:5]1[CH2:10][CH2:9][O:8][CH2:7][CH2:6]1.C([O:13][C:14](=O)[C:15]1[CH:20]=[CH:19][C:18]([N:21]2[CH2:25][CH2:24][CH:23]([CH2:26][C:27]3[CH:32]=[CH:31][CH:30]=[CH:29][C:28]=3[N:33]3[CH2:38][CH2:37][N:36]([CH3:39])[CH2:35][CH2:34]3)[C:22]2=[O:40])=[CH:17][CH:16]=1)C.CO. (3) Given the product [Cl:1][C:2]1[CH:12]=[CH:11][C:5](/[CH:6]=[CH:7]/[C:8]([O:10][CH3:16])=[O:9])=[CH:4][C:3]=1[N+:13]([O-:15])=[O:14], predict the reactants needed to synthesize it. The reactants are: [Cl:1][C:2]1[CH:12]=[CH:11][C:5]([CH:6]=[CH:7][C:8]([OH:10])=[O:9])=[CH:4][C:3]=1[N+:13]([O-:15])=[O:14].[CH3:16][Si](C=[N+]=[N-])(C)C.CCCCCC.[N+](=C)=[N-]. (4) Given the product [CH2:33]([C:35]1[S:36][C:37]([C:40]2([OH:47])[CH2:41][CH2:42][CH:43]([N:8]3[CH2:11][CH:10]([NH:12][C:13](=[O:32])[CH2:14][NH:15][C:16]4[C:24]5[C:19](=[CH:20][CH:21]=[C:22]([CH:25]([OH:30])[C:26]([F:29])([F:28])[F:27])[CH:23]=5)[N:18]([CH3:31])[N:17]=4)[CH2:9]3)[CH2:44][CH2:45]2)=[CH:38][N:39]=1)[CH3:34], predict the reactants needed to synthesize it. The reactants are: OC(C(F)(F)F)=O.[NH:8]1[CH2:11][CH:10]([NH:12][C:13](=[O:32])[CH2:14][NH:15][C:16]2[C:24]3[C:19](=[CH:20][CH:21]=[C:22]([CH:25]([OH:30])[C:26]([F:29])([F:28])[F:27])[CH:23]=3)[N:18]([CH3:31])[N:17]=2)[CH2:9]1.[CH2:33]([C:35]1[S:36][C:37]([C:40]2([OH:47])[CH2:45][CH2:44][C:43](=O)[CH2:42][CH2:41]2)=[CH:38][N:39]=1)[CH3:34]. (5) Given the product [NH:22]1[CH2:20][CH:21]1[CH:1]1[O:2][CH:3]([OH:4])[CH:5]2[N:6]1[CH2:7]2, predict the reactants needed to synthesize it. The reactants are: [CH3:1][O:2][C:3]([CH:5]1[CH2:7][NH:6]1)=[O:4].CC(C[AlH]CC(C)C)C.CO.O.[CH3:20][C:21]#[N:22]. (6) Given the product [F:12][C:13]1[CH:18]=[CH:17][C:16]([O:19][CH2:2][C:3]2[C:8]([N+:9]([O-:11])=[O:10])=[CH:7][CH:6]=[CH:5][N:4]=2)=[CH:15][CH:14]=1, predict the reactants needed to synthesize it. The reactants are: Br[CH2:2][C:3]1[C:8]([N+:9]([O-:11])=[O:10])=[CH:7][CH:6]=[CH:5][N:4]=1.[F:12][C:13]1[CH:18]=[CH:17][C:16]([OH:19])=[CH:15][CH:14]=1.C(=O)([O-])[O-].[K+].[K+].